From a dataset of Forward reaction prediction with 1.9M reactions from USPTO patents (1976-2016). Predict the product of the given reaction. (1) Given the reactants [CH2:1](Br)[C:2]1[CH:7]=[CH:6][CH:5]=[CH:4][CH:3]=1.[Br:9][C:10]1[CH:15]=[CH:14][C:13]([CH2:16][C@H:17]([OH:22])[C:18]([O:20][CH3:21])=[O:19])=[CH:12][CH:11]=1, predict the reaction product. The product is: [Br:9][C:10]1[CH:11]=[CH:12][C:13]([CH2:16][C@H:17]([O:22][CH2:1][C:2]2[CH:7]=[CH:6][CH:5]=[CH:4][CH:3]=2)[C:18]([O:20][CH3:21])=[O:19])=[CH:14][CH:15]=1. (2) Given the reactants [N:1]1(C2C=CC(NC3C4N(C=CN=4)C(C4C=CNC(=O)C=4)=CN=3)=CC=2)CCOCC1.C(OC(=O)[N:36]([C:53]1[C:54]2[N:55]([CH:60]=[CH:61][N:62]=2)[C:56](Br)=[CH:57][N:58]=1)[C:37]1[CH:42]=[CH:41][C:40]([N:43]2[CH2:48][CH2:47][O:46][CH2:45][CH2:44]2)=[C:39]([CH2:49][N:50]([CH3:52])[CH3:51])[CH:38]=1)(C)(C)C.CC1(C)C(C)(C)OB([C:72]2[CH:73]=[N:74][NH:75][CH:76]=2)O1.CC([O-])(C)C.[Na+], predict the reaction product. The product is: [NH3:1].[CH3:52][N:50]([CH2:49][C:39]1[CH:38]=[C:37]([NH:36][C:53]2[C:54]3[N:55]([CH:60]=[CH:61][N:62]=3)[C:56]([C:72]3[CH:73]=[N:74][NH:75][CH:76]=3)=[CH:57][N:58]=2)[CH:42]=[CH:41][C:40]=1[N:43]1[CH2:48][CH2:47][O:46][CH2:45][CH2:44]1)[CH3:51]. (3) Given the reactants Br[CH2:2][CH:3](OCC)OCC.[NH2:10][C:11]1[N:16]=[CH:15][C:14]([C:17]([O:19][CH3:20])=[O:18])=[CH:13][N:12]=1.Br, predict the reaction product. The product is: [N:10]1[CH:2]=[CH:3][N:16]2[CH:15]=[C:14]([C:17]([O:19][CH3:20])=[O:18])[CH:13]=[N:12][C:11]=12. (4) The product is: [CH2:6]([O:8][C:9]1[CH:14]=[CH:13][C:12]([C:15]2[Se:16][C:17]([CH:22]=[O:23])=[CH:18][CH:19]=2)=[C:11]([F:20])[C:10]=1[F:21])[CH3:7]. Given the reactants [Li]CCCC.[CH2:6]([O:8][C:9]1[CH:14]=[CH:13][C:12]([C:15]2[Se:16][CH:17]=[CH:18][CH:19]=2)=[C:11]([F:20])[C:10]=1[F:21])[CH3:7].[CH:22](N1CCOCC1)=[O:23], predict the reaction product. (5) The product is: [CH:1]1([CH:4]([C:11]2[CH:12]=[C:13]([CH:14]=[CH:15][CH:16]=2)[O:17][CH2:19][CH:20]2[CH2:25][CH2:24][N:23]([C:26]([O:28][C:29]([CH3:30])([CH3:32])[CH3:31])=[O:27])[CH2:22][CH2:21]2)[CH2:5][C:6]([O:8][CH2:9][CH3:10])=[O:7])[CH2:3][CH2:2]1. Given the reactants [CH:1]1([CH:4]([C:11]2[CH:16]=[CH:15][CH:14]=[C:13]([OH:17])[CH:12]=2)[CH2:5][C:6]([O:8][CH2:9][CH3:10])=[O:7])[CH2:3][CH2:2]1.O[CH2:19][CH:20]1[CH2:25][CH2:24][N:23]([C:26]([O:28][C:29]([CH3:32])([CH3:31])[CH3:30])=[O:27])[CH2:22][CH2:21]1.C(C=P(CCCC)(CCCC)CCCC)#N, predict the reaction product. (6) Given the reactants C[O:2][C:3](=O)[CH2:4][O:5][C:6]1[C:11]([N+:12]([O-])=O)=[CH:10][CH:9]=[CH:8][C:7]=1[CH:15]=[CH:16][O:17][CH3:18].[Cl-].[NH4+], predict the reaction product. The product is: [CH3:18][O:17][CH:16]=[CH:15][C:7]1[C:6]2[O:5][CH2:4][C:3](=[O:2])[NH:12][C:11]=2[CH:10]=[CH:9][CH:8]=1.